Dataset: Reaction yield outcomes from USPTO patents with 853,638 reactions. Task: Predict the reaction yield, written as a fraction of the theoretical maximum amount of product (1.0 means a 100% yield; for example, 0.34 means a 34% yield). The reactants are [CH2:1]([O:4][C:5](=[O:25])[NH:6][C:7]1[CH:12]=[CH:11][CH:10]=[C:9]([C:13](=O)[CH2:14][C:15]2[CH:20]=[CH:19][N:18]=[C:17]([Cl:21])[N:16]=2)[C:8]=1[O:23][CH3:24])[CH:2]=[CH2:3].C1C(=O)N(Br)C(=O)C1.[CH3:34][CH:35]([CH3:39])[C:36](=[S:38])[NH2:37]. The product is [CH2:1]([O:4][C:5](=[O:25])[NH:6][C:7]1[CH:12]=[CH:11][CH:10]=[C:9]([C:13]2[N:37]=[C:36]([CH:35]([CH3:39])[CH3:34])[S:38][C:14]=2[C:15]2[CH:20]=[CH:19][N:18]=[C:17]([Cl:21])[N:16]=2)[C:8]=1[O:23][CH3:24])[CH:2]=[CH2:3]. The yield is 0.638. The catalyst is C(Cl)Cl.CS(C)=O.CCOC(C)=O.